From a dataset of Forward reaction prediction with 1.9M reactions from USPTO patents (1976-2016). Predict the product of the given reaction. (1) Given the reactants [CH3:1][O:2][C:3]1[N:8]=[C:7]([NH:9][CH2:10][C:11]2[CH:16]=[CH:15][C:14]([O:17][CH3:18])=[CH:13][CH:12]=2)[CH:6]=[N:5][C:4]=1[C:19]1[CH:24]=[CH:23][C:22]([O:25][C:26]([F:29])([F:28])[F:27])=[CH:21][C:20]=1[O:30][CH3:31].[Br:32]N1C(=O)CCC1=O, predict the reaction product. The product is: [Br:32][C:6]1[C:7]([NH:9][CH2:10][C:11]2[CH:12]=[CH:13][C:14]([O:17][CH3:18])=[CH:15][CH:16]=2)=[N:8][C:3]([O:2][CH3:1])=[C:4]([C:19]2[CH:24]=[CH:23][C:22]([O:25][C:26]([F:27])([F:29])[F:28])=[CH:21][C:20]=2[O:30][CH3:31])[N:5]=1. (2) Given the reactants C([O:5][C:6](=[O:31])[C:7]1[CH:12]=[CH:11][C:10]([C:13]2[CH2:17][C:16]([C:22]3[CH:27]=[C:26]([Cl:28])[CH:25]=[C:24]([Cl:29])[CH:23]=3)([C:18]([F:21])([F:20])[F:19])[CH2:15][N:14]=2)=[CH:9][C:8]=1[Cl:30])CCC.O.[OH-].[Li+].Cl, predict the reaction product. The product is: [Cl:30][C:8]1[CH:9]=[C:10]([C:13]2[CH2:17][C:16]([C:22]3[CH:23]=[C:24]([Cl:29])[CH:25]=[C:26]([Cl:28])[CH:27]=3)([C:18]([F:19])([F:21])[F:20])[CH2:15][N:14]=2)[CH:11]=[CH:12][C:7]=1[C:6]([OH:31])=[O:5]. (3) Given the reactants O(C)[Na].Br.Br.[NH:6]1[CH2:11][CH2:10][CH:9]([NH:12][C:13]2[NH:17][C:16]3[CH:18]=[CH:19][CH:20]=[CH:21][C:15]=3[N:14]=2)[CH2:8][CH2:7]1.[C:22](O[C:22]([O:24][C:25]([CH3:28])([CH3:27])[CH3:26])=[O:23])([O:24][C:25]([CH3:28])([CH3:27])[CH3:26])=[O:23], predict the reaction product. The product is: [NH:17]1[C:16]2[CH:18]=[CH:19][CH:20]=[CH:21][C:15]=2[N:14]=[C:13]1[NH:12][CH:9]1[CH2:8][CH2:7][N:6]([C:22]([O:24][C:25]([CH3:28])([CH3:27])[CH3:26])=[O:23])[CH2:11][CH2:10]1. (4) The product is: [N+:1]([C:4]1[CH:12]=[C:11]2[C:7]([CH:8]=[CH:9][N:10]2[Si:19]([CH:26]([CH3:28])[CH3:27])([CH:23]([CH3:25])[CH3:24])[CH:20]([CH3:22])[CH3:21])=[CH:6][CH:5]=1)([O-:3])=[O:2]. Given the reactants [N+:1]([C:4]1[CH:12]=[C:11]2[C:7]([CH:8]=[CH:9][NH:10]2)=[CH:6][CH:5]=1)([O-:3])=[O:2].C([Li])CCC.Cl[Si:19]([CH:26]([CH3:28])[CH3:27])([CH:23]([CH3:25])[CH3:24])[CH:20]([CH3:22])[CH3:21], predict the reaction product. (5) Given the reactants CC1C(C)=CC=CC=1OCCCC(N1[C:19]2[C:14](=[C:15]([B:20]3[O:24][C:23]([CH3:26])([CH3:25])[C:22]([CH3:28])([CH3:27])[O:21]3)[CH:16]=[CH:17][CH:18]=2)CCC1)=O.BrC1C=CC=C2C=1CCCN2C(=O)CCCOC1C=CC=C(C)C=1C.BrC1C=C(C=CC=1)[CH2:63][O:64][C:65]([NH:67][CH2:68][CH2:69][C:70]([O:72][C:73]([CH3:76])([CH3:75])[CH3:74])=[O:71])=[O:66], predict the reaction product. The product is: [CH3:26][C:23]1([CH3:25])[C:22]([CH3:27])([CH3:28])[O:21][B:20]([C:15]2[CH:14]=[C:19]([CH:18]=[CH:17][CH:16]=2)[CH2:63][O:64][C:65]([NH:67][CH2:68][CH2:69][C:70]([O:72][C:73]([CH3:76])([CH3:75])[CH3:74])=[O:71])=[O:66])[O:24]1. (6) The product is: [CH2:11]([N:18]1[CH:6]2[CH2:5][CH2:25][CH:20]1[CH2:21][C:3](=[O:4])[CH2:7]2)[C:12]1[CH:17]=[CH:16][CH:15]=[CH:14][CH:13]=1. Given the reactants CO[CH:3]1[CH2:7][CH2:6][CH:5](OC)[O:4]1.Cl.[CH2:11]([NH2:18])[C:12]1[CH:17]=[CH:16][CH:15]=[CH:14][CH:13]=1.O=[C:20]([CH2:25]C(O)=O)[CH2:21]C(O)=O.C([O-])(=O)C.[Na+].[OH-].[Na+], predict the reaction product. (7) Given the reactants [C:1]([C:3]1[C:4]([N:15]2[CH2:20][CH2:19][CH:18]([C:21]([OH:23])=O)[CH2:17][CH2:16]2)=[N:5][C:6]([CH3:14])=[C:7]([C:9]([O:11][CH2:12][CH3:13])=[O:10])[CH:8]=1)#[N:2].[F:24][C:25]1[CH:30]=[CH:29][CH:28]=[CH:27][C:26]=1[CH2:31][S:32]([NH2:35])(=[O:34])=[O:33], predict the reaction product. The product is: [C:1]([C:3]1[C:4]([N:15]2[CH2:16][CH2:17][CH:18]([C:21](=[O:23])[NH:35][S:32]([CH2:31][C:26]3[CH:27]=[CH:28][CH:29]=[CH:30][C:25]=3[F:24])(=[O:34])=[O:33])[CH2:19][CH2:20]2)=[N:5][C:6]([CH3:14])=[C:7]([CH:8]=1)[C:9]([O:11][CH2:12][CH3:13])=[O:10])#[N:2]. (8) The product is: [F:1][C:2]1[CH:3]=[CH:4][C:5]([N:8]2[CH2:9][CH2:10][N:11]([C:14]3[N:19]=[CH:18][N:17]=[C:16]([N:20]([CH2:25][C:26]4[CH:27]=[CH:28][C:29]([S:32][C:33]([CH3:42])([CH3:41])[C:34]([OH:36])=[O:35])=[CH:30][CH:31]=4)[CH2:21][CH2:22][O:23][CH3:24])[CH:15]=3)[CH2:12][CH2:13]2)=[CH:6][CH:7]=1. Given the reactants [F:1][C:2]1[CH:7]=[CH:6][C:5]([N:8]2[CH2:13][CH2:12][N:11]([C:14]3[N:19]=[CH:18][N:17]=[C:16]([N:20]([CH2:25][C:26]4[CH:31]=[CH:30][C:29]([S:32][C:33]([CH3:42])([CH3:41])[C:34]([O:36]C(C)(C)C)=[O:35])=[CH:28][CH:27]=4)[CH2:21][CH2:22][O:23][CH3:24])[CH:15]=3)[CH2:10][CH2:9]2)=[CH:4][CH:3]=1.C(O)(C(F)(F)F)=O, predict the reaction product.